Task: Predict the reaction yield, written as a fraction of the theoretical maximum amount of product (1.0 means a 100% yield; for example, 0.34 means a 34% yield).. Dataset: Reaction yield outcomes from USPTO patents with 853,638 reactions (1) The reactants are [CH:1]([NH:4][C:5]([C@H:7]1[CH2:12][CH2:11][C@@H:10]([NH:13][C:14]2[C:19]([N+:20]([O-])=O)=[CH:18][N:17]=[C:16]([O:23][CH2:24][CH2:25][N:26]3[CH2:31][CH2:30][CH2:29][CH2:28][CH2:27]3)[CH:15]=2)[CH2:9][CH2:8]1)=[O:6])([CH3:3])[CH3:2].[Sn](Cl)Cl. The catalyst is CO. The product is [NH2:20][C:19]1[C:14]([NH:13][C@@H:10]2[CH2:9][CH2:8][C@H:7]([C:5]([NH:4][CH:1]([CH3:3])[CH3:2])=[O:6])[CH2:12][CH2:11]2)=[CH:15][C:16]([O:23][CH2:24][CH2:25][N:26]2[CH2:31][CH2:30][CH2:29][CH2:28][CH2:27]2)=[N:17][CH:18]=1. The yield is 0.800. (2) The reactants are [CH3:1][C:2]1[N:3]=[C:4]([C:7]2[C:8]3[N:16]=[N:15][N:14]([CH2:17][C:18]4[CH:23]=[CH:22][CH:21]=[C:20]([C:24]5([O:29][Si](C)(C)C)[CH2:28][CH2:27][CH2:26][CH2:25]5)[N:19]=4)[C:9]=3[N:10]=[C:11]([NH2:13])[N:12]=2)[S:5][CH:6]=1.[F-].C([N+](CCCC)(CCCC)CCCC)CCC. The catalyst is C1COCC1. The product is [CH3:1][C:2]1[N:3]=[C:4]([C:7]2[C:8]3[N:16]=[N:15][N:14]([CH2:17][C:18]4[CH:23]=[CH:22][CH:21]=[C:20]([C:24]5([OH:29])[CH2:25][CH2:26][CH2:27][CH2:28]5)[N:19]=4)[C:9]=3[N:10]=[C:11]([NH2:13])[N:12]=2)[S:5][CH:6]=1. The yield is 0.240. (3) The reactants are [NH2:1][C:2]1[N:7]=[C:6]([O:8]C)[N:5]([CH2:10][CH2:11][CH2:12][CH2:13][C:14]([O:16][CH2:17][CH3:18])=[O:15])[C:4](=[O:19])[CH:3]=1.Cl.[CH2:21]([C:23]1[CH:24]=[C:25]([CH:27]=[CH:28][C:29]=1[CH3:30])N)[CH3:22]. The catalyst is C(C1C=C(C=CC=1C)N)C. The product is [CH2:17]([O:16][C:14]([CH2:13][CH2:12][CH2:11][CH2:10][N:5]1[C:4](=[O:19])[CH:3]=[C:2]([NH:1][C:25]2[CH:27]=[CH:28][C:29]([CH3:30])=[C:23]([CH2:21][CH3:22])[CH:24]=2)[NH:7][C:6]1=[O:8])=[O:15])[CH3:18]. The yield is 0.750. (4) The product is [NH2:1][C:4]1[CH:5]=[CH:6][C:7]([C:10]2([C:13]([O:15][CH3:16])=[O:14])[CH2:12][CH2:11]2)=[CH:8][CH:9]=1. The catalyst is CO.[Ni]. The reactants are [N+:1]([C:4]1[CH:9]=[CH:8][C:7]([C:10]2([C:13]([O:15][CH3:16])=[O:14])[CH2:12][CH2:11]2)=[CH:6][CH:5]=1)([O-])=O. The yield is 0.660.